From a dataset of Forward reaction prediction with 1.9M reactions from USPTO patents (1976-2016). Predict the product of the given reaction. Given the reactants [NH2:1][C:2]1[NH:3][C:4](=[O:16])[C:5]2[C:13]3[C:8](=[CH:9][CH:10]=[CH:11][C:12]=3[Cl:14])[NH:7][C:6]=2[N:15]=1.[CH3:17][C:18]1[CH:23]=CN=C(N)[C:19]=1C.C(N(CC)CC)C.C(Cl)(Cl)Cl.[CH3:37][OH:38], predict the reaction product. The product is: [Cl:14][C:12]1[CH:11]=[CH:10][CH:9]=[C:8]2[C:13]=1[C:5]1[C:37](=[O:38])[NH:1][C:2]([NH:3][C:4](=[O:16])[C:18]([CH3:23])([CH3:19])[CH3:17])=[N:15][C:6]=1[NH:7]2.